This data is from TCR-epitope binding with 47,182 pairs between 192 epitopes and 23,139 TCRs. The task is: Binary Classification. Given a T-cell receptor sequence (or CDR3 region) and an epitope sequence, predict whether binding occurs between them. (1) The epitope is RAKFKQLL. The TCR CDR3 sequence is CASSYTGGLRYGYTF. Result: 1 (the TCR binds to the epitope). (2) The epitope is KLWAQCVQL. The TCR CDR3 sequence is CASSYGGGIDNQPQHF. Result: 1 (the TCR binds to the epitope). (3) The epitope is FRYMNSQGL. The TCR CDR3 sequence is CAISESNRRETQYF. Result: 1 (the TCR binds to the epitope).